This data is from Catalyst prediction with 721,799 reactions and 888 catalyst types from USPTO. The task is: Predict which catalyst facilitates the given reaction. (1) Reactant: [C:1]([O:5][CH2:6][CH3:7])(=[O:4])[CH:2]=[CH2:3].B(F)(F)F.CCOCC.[CH:17]1[CH2:21][CH:20]=[CH:19][CH:18]=1.C1C2C3C=CC(C2C=C1)C3.S(=O)(=O)(O)O. Product: [CH3:3][CH:2]([C:1]([O:5][CH2:6][CH3:7])=[O:4])[CH2:20][CH2:21][CH:17]=[CH:18][CH3:19]. The catalyst class is: 11. (2) Reactant: [OH-].[Li+].[Cl:3][C:4]1[CH:28]=[CH:27][CH:26]=[CH:25][C:5]=1[O:6][C:7]1[C:12]([C:13]([O:15]CC)=[O:14])=[CH:11][N:10]=[C:9]([C:18]2[CH:23]=[CH:22][CH:21]=[C:20]([Cl:24])[CH:19]=2)[CH:8]=1.Cl. Product: [Cl:3][C:4]1[CH:28]=[CH:27][CH:26]=[CH:25][C:5]=1[O:6][C:7]1[C:12]([C:13]([OH:15])=[O:14])=[CH:11][N:10]=[C:9]([C:18]2[CH:23]=[CH:22][CH:21]=[C:20]([Cl:24])[CH:19]=2)[CH:8]=1. The catalyst class is: 90.